Predict the reaction yield, written as a fraction of the theoretical maximum amount of product (1.0 means a 100% yield; for example, 0.34 means a 34% yield). From a dataset of Reaction yield outcomes from USPTO patents with 853,638 reactions. The reactants are [Cl:1][C:2]1[C:11]2[C:6](=[CH:7][CH:8]=[CH:9][CH:10]=2)[N:5]=[C:4]([C:12]([O:14]CC)=O)[N:3]=1.[F:17][C:18]1[CH:23]=[CH:22][C:21]([Mg]Br)=[CH:20][C:19]=1[O:26][CH3:27].CC1CCCO1.[Cl-].[NH4+]. The catalyst is C1COCC1. The product is [Cl:1][C:2]1[C:11]2[C:6](=[CH:7][CH:8]=[CH:9][CH:10]=2)[N:5]=[C:4]([C:12]([C:21]2[CH:22]=[CH:23][C:18]([F:17])=[C:19]([O:26][CH3:27])[CH:20]=2)=[O:14])[N:3]=1. The yield is 0.620.